Dataset: Full USPTO retrosynthesis dataset with 1.9M reactions from patents (1976-2016). Task: Predict the reactants needed to synthesize the given product. Given the product [CH3:1][C:2]1([CH3:15])[CH2:13][C:12](=[O:14])[C:5]2[C:6]([CH2:9][OH:10])=[CH:7][O:8][C:4]=2[CH2:3]1, predict the reactants needed to synthesize it. The reactants are: [CH3:1][C:2]1([CH3:15])[CH2:13][C:12](=[O:14])[C:5]2[C:6]([C:9](O)=[O:10])=[CH:7][O:8][C:4]=2[CH2:3]1.C(Cl)(=O)C(Cl)=O.[BH4-].[Na+].C([O-])(O)=O.[Na+].